From a dataset of Reaction yield outcomes from USPTO patents with 853,638 reactions. Predict the reaction yield, written as a fraction of the theoretical maximum amount of product (1.0 means a 100% yield; for example, 0.34 means a 34% yield). (1) The product is [CH3:31][S:30][C:19]([N:10]1[CH2:11][CH:12]([C:13]2[CH:14]=[CH:15][CH:16]=[CH:17][CH:18]=2)[C:8]([C:5]2[CH:6]=[CH:7][C:2]([Cl:1])=[CH:3][CH:4]=2)=[N:9]1)=[N:20][S:21]([N:24]1[CH2:29][CH2:28][CH2:27][CH2:26][CH2:25]1)(=[O:22])=[O:23]. The yield is 0.900. The catalyst is CC(C)=O. The reactants are [Cl:1][C:2]1[CH:7]=[CH:6][C:5]([C:8]2[CH:12]([C:13]3[CH:18]=[CH:17][CH:16]=[CH:15][CH:14]=3)[CH2:11][N:10]([C:19](=[S:30])[NH:20][S:21]([N:24]3[CH2:29][CH2:28][CH2:27][CH2:26][CH2:25]3)(=[O:23])=[O:22])[N:9]=2)=[CH:4][CH:3]=1.[CH2:31](N(CC)CC)C.CI. (2) The reactants are Br[CH:2]=[C:3]1[C:9]2[CH:10]=[CH:11][CH:12]=[C:13]([Cl:14])[C:8]=2[CH2:7][CH2:6][C:5]2[CH:15]=[CH:16][CH:17]=[CH:18][C:4]1=2.[OH:19][C:20]1[CH:25]=[CH:24][C:23](B(O)O)=[CH:22][CH:21]=1. No catalyst specified. The product is [Cl:14][C:13]1[C:8]2[CH2:7][CH2:6][C:5]3[CH:15]=[CH:16][CH:17]=[CH:18][C:4]=3[C:3](=[CH:2][C:23]3[CH:24]=[CH:25][C:20]([OH:19])=[CH:21][CH:22]=3)[C:9]=2[CH:10]=[CH:11][CH:12]=1. The yield is 0.810.